Dataset: NCI-60 drug combinations with 297,098 pairs across 59 cell lines. Task: Regression. Given two drug SMILES strings and cell line genomic features, predict the synergy score measuring deviation from expected non-interaction effect. (1) Drug 1: C1=CN(C(=O)N=C1N)C2C(C(C(O2)CO)O)O.Cl. Drug 2: CC12CCC3C(C1CCC2OP(=O)(O)O)CCC4=C3C=CC(=C4)OC(=O)N(CCCl)CCCl.[Na+]. Cell line: RXF 393. Synergy scores: CSS=0.284, Synergy_ZIP=-1.85, Synergy_Bliss=-3.54, Synergy_Loewe=-8.33, Synergy_HSA=-8.09. (2) Drug 1: C1=NC2=C(N1)C(=S)N=C(N2)N. Drug 2: CC1C(C(CC(O1)OC2CC(CC3=C2C(=C4C(=C3O)C(=O)C5=C(C4=O)C(=CC=C5)OC)O)(C(=O)CO)O)N)O.Cl. Cell line: 786-0. Synergy scores: CSS=55.7, Synergy_ZIP=-5.25, Synergy_Bliss=-8.75, Synergy_Loewe=-5.03, Synergy_HSA=-3.90. (3) Drug 1: CC1=C(N=C(N=C1N)C(CC(=O)N)NCC(C(=O)N)N)C(=O)NC(C(C2=CN=CN2)OC3C(C(C(C(O3)CO)O)O)OC4C(C(C(C(O4)CO)O)OC(=O)N)O)C(=O)NC(C)C(C(C)C(=O)NC(C(C)O)C(=O)NCCC5=NC(=CS5)C6=NC(=CS6)C(=O)NCCC[S+](C)C)O. Drug 2: CC1=C(C(=O)C2=C(C1=O)N3CC4C(C3(C2COC(=O)N)OC)N4)N. Cell line: CAKI-1. Synergy scores: CSS=42.1, Synergy_ZIP=-1.48, Synergy_Bliss=1.01, Synergy_Loewe=-2.39, Synergy_HSA=3.57. (4) Drug 1: C1=NC2=C(N1)C(=S)N=CN2. Drug 2: C1CN(P(=O)(OC1)NCCCl)CCCl. Cell line: CCRF-CEM. Synergy scores: CSS=51.6, Synergy_ZIP=-2.44, Synergy_Bliss=-3.34, Synergy_Loewe=-59.9, Synergy_HSA=-3.52. (5) Drug 1: COC1=CC(=CC(=C1O)OC)C2C3C(COC3=O)C(C4=CC5=C(C=C24)OCO5)OC6C(C(C7C(O6)COC(O7)C8=CC=CS8)O)O. Drug 2: CC12CCC3C(C1CCC2OP(=O)(O)O)CCC4=C3C=CC(=C4)OC(=O)N(CCCl)CCCl.[Na+]. Cell line: SW-620. Synergy scores: CSS=40.8, Synergy_ZIP=5.14, Synergy_Bliss=5.52, Synergy_Loewe=-9.01, Synergy_HSA=5.55. (6) Drug 1: CN1CCC(CC1)COC2=C(C=C3C(=C2)N=CN=C3NC4=C(C=C(C=C4)Br)F)OC. Drug 2: CC1CCCC2(C(O2)CC(NC(=O)CC(C(C(=O)C(C1O)C)(C)C)O)C(=CC3=CSC(=N3)C)C)C. Cell line: SF-295. Synergy scores: CSS=4.89, Synergy_ZIP=-1.32, Synergy_Bliss=-0.662, Synergy_Loewe=2.16, Synergy_HSA=0.406. (7) Drug 1: C1=CN(C(=O)N=C1N)C2C(C(C(O2)CO)O)O.Cl. Drug 2: CC1=C2C(C(=O)C3(C(CC4C(C3C(C(C2(C)C)(CC1OC(=O)C(C(C5=CC=CC=C5)NC(=O)C6=CC=CC=C6)O)O)OC(=O)C7=CC=CC=C7)(CO4)OC(=O)C)O)C)OC(=O)C. Cell line: U251. Synergy scores: CSS=36.8, Synergy_ZIP=-8.22, Synergy_Bliss=-0.926, Synergy_Loewe=-12.5, Synergy_HSA=1.73. (8) Drug 1: C1CNP(=O)(OC1)N(CCCl)CCCl. Drug 2: COCCOC1=C(C=C2C(=C1)C(=NC=N2)NC3=CC=CC(=C3)C#C)OCCOC.Cl. Cell line: A549. Synergy scores: CSS=15.7, Synergy_ZIP=-3.90, Synergy_Bliss=-0.0167, Synergy_Loewe=-10.8, Synergy_HSA=0.721. (9) Drug 1: C1=C(C(=O)NC(=O)N1)N(CCCl)CCCl. Drug 2: CC1C(C(CC(O1)OC2CC(CC3=C2C(=C4C(=C3O)C(=O)C5=C(C4=O)C(=CC=C5)OC)O)(C(=O)CO)O)N)O.Cl. Cell line: 786-0. Synergy scores: CSS=60.1, Synergy_ZIP=-4.75, Synergy_Bliss=-6.91, Synergy_Loewe=-5.09, Synergy_HSA=-3.51. (10) Drug 1: CC1C(C(CC(O1)OC2CC(CC3=C2C(=C4C(=C3O)C(=O)C5=C(C4=O)C(=CC=C5)OC)O)(C(=O)CO)O)N)O.Cl. Drug 2: C1CN(CCN1C(=O)CCBr)C(=O)CCBr. Cell line: HL-60(TB). Synergy scores: CSS=67.3, Synergy_ZIP=5.44, Synergy_Bliss=3.09, Synergy_Loewe=-12.0, Synergy_HSA=-10.9.